Dataset: Forward reaction prediction with 1.9M reactions from USPTO patents (1976-2016). Task: Predict the product of the given reaction. (1) Given the reactants [NH2:1][C:2]1[CH:7]=[CH:6][C:5]([N:8]2[C:12]([CH3:13])=[CH:11][C:10]([C:14]([N:16]([CH2:21][CH2:22][CH2:23][CH3:24])[CH2:17][CH2:18][CH2:19][CH3:20])=[O:15])=[N:9]2)=[C:4]([C:25]([N:27]2[C@H:36]([CH2:37][OH:38])[CH2:35][C:34]3[C:29](=[CH:30][CH:31]=[CH:32][CH:33]=3)[CH2:28]2)=[O:26])[CH:3]=1.C([O-])([O-])=O.[K+].[K+].[CH2:45]([O:52][C:53](Cl)=[O:54])[C:46]1[CH:51]=[CH:50][CH:49]=[CH:48][CH:47]=1, predict the reaction product. The product is: [CH2:17]([N:16]([CH2:21][CH2:22][CH2:23][CH3:24])[C:14]([C:10]1[CH:11]=[C:12]([CH3:13])[N:8]([C:5]2[CH:6]=[CH:7][C:2]([NH:1][C:53](=[O:54])[O:52][CH2:45][C:46]3[CH:51]=[CH:50][CH:49]=[CH:48][CH:47]=3)=[CH:3][C:4]=2[C:25]([N:27]2[C@H:36]([CH2:37][OH:38])[CH2:35][C:34]3[C:29](=[CH:30][CH:31]=[CH:32][CH:33]=3)[CH2:28]2)=[O:26])[N:9]=1)=[O:15])[CH2:18][CH2:19][CH3:20]. (2) Given the reactants [CH:1]1([C:5]2[N:6]=[C:7]([CH2:10][CH2:11][C:12]3[CH:38]=[CH:37][N:15]4[C:16](=[O:36])[C:17](/[CH:27]=[CH:28]/[C:29]([O:31]C(C)(C)C)=[O:30])=[C:18]([N:20]5[CH2:25][CH2:24][CH2:23][CH:22]([OH:26])[CH2:21]5)[N:19]=[C:14]4[CH:13]=3)[S:8][CH:9]=2)[CH2:4][CH2:3][CH2:2]1, predict the reaction product. The product is: [CH:1]1([C:5]2[N:6]=[C:7]([CH2:10][CH2:11][C:12]3[CH:38]=[CH:37][N:15]4[C:16](=[O:36])[C:17](/[CH:27]=[CH:28]/[C:29]([OH:31])=[O:30])=[C:18]([N:20]5[CH2:25][CH2:24][CH2:23][CH:22]([OH:26])[CH2:21]5)[N:19]=[C:14]4[CH:13]=3)[S:8][CH:9]=2)[CH2:2][CH2:3][CH2:4]1.